This data is from Catalyst prediction with 721,799 reactions and 888 catalyst types from USPTO. The task is: Predict which catalyst facilitates the given reaction. (1) Reactant: Br[C:2]1[CH:7]=[CH:6][C:5]([C@@H:8]([CH3:40])[CH2:9][O:10][C:11]([NH:13][C:14]2[CH:15]=[C:16]([F:39])[C:17]([O:33][C@@H:34]([CH3:38])[CH2:35][O:36][CH3:37])=[C:18]([CH:32]=2)[CH2:19][N:20]([CH3:31])[C:21](=[O:30])[O:22][CH2:23][C:24]2[CH:29]=[CH:28][CH:27]=[CH:26][CH:25]=2)=[O:12])=[C:4]([CH3:41])[CH:3]=1.CC1(C)C[O:47][B:46](B2OCC(C)(C)CO2)[O:45]C1.CC([O-])=O.[K+]. Product: [CH2:23]([O:22][C:21]([N:20]([CH2:19][C:18]1[CH:32]=[C:14]([NH:13][C:11]([O:10][CH2:9][C@@H:8]([C:5]2[CH:6]=[CH:7][C:2]([B:46]([OH:47])[OH:45])=[CH:3][C:4]=2[CH3:41])[CH3:40])=[O:12])[CH:15]=[C:16]([F:39])[C:17]=1[O:33][C@@H:34]([CH3:38])[CH2:35][O:36][CH3:37])[CH3:31])=[O:30])[C:24]1[CH:29]=[CH:28][CH:27]=[CH:26][CH:25]=1. The catalyst class is: 418. (2) Reactant: [CH:1]1[C:11]2=[C:12]3[C:7](=[CH:8][CH:9]=[CH:10]2)[CH2:6][CH2:5][CH2:4][N:3]3[CH:2]=1.[C:13]([CH2:15][C:16](O)=[O:17])#[N:14]. Product: [C:1]1([C:16](=[O:17])[CH2:15][C:13]#[N:14])[C:11]2=[C:12]3[C:7](=[CH:8][CH:9]=[CH:10]2)[CH2:6][CH2:5][CH2:4][N:3]3[CH:2]=1. The catalyst class is: 152. (3) Reactant: [CH3:1][S:2][C:3]1[C:4]([C:8]2[CH:9]=[N:10][CH:11]=[CH:12][CH:13]=2)=[N:5][NH:6][CH:7]=1.C(SSC[C:15]1[CH:20]=[CH:19][CH:18]=[CH:17][CH:16]=1)[C:15]1[CH:20]=[CH:19][CH:18]=[CH:17][CH:16]=1.IC1C(C2C=NC=CC=2)=NNC=1. Product: [CH2:1]([S:2][C:3]1[C:4]([C:8]2[CH:9]=[N:10][CH:11]=[CH:12][CH:13]=2)=[N:5][NH:6][CH:7]=1)[C:15]1[CH:20]=[CH:19][CH:18]=[CH:17][CH:16]=1. The catalyst class is: 13. (4) Product: [CH2:15]([N:19]([CH2:26][CH2:27][CH2:28][CH3:29])[C:20]1[CH:25]=[CH:24][C:23](/[CH:3]=[CH:4]/[CH:5]=[CH:6]/[CH:7]=[O:8])=[CH:22][CH:21]=1)[CH2:16][CH2:17][CH3:18]. Reactant: CN(C1C=CC=CC=1)/[CH:3]=[CH:4]/[CH:5]=[CH:6]/[CH:7]=[O:8].[CH2:15]([N:19]([CH2:26][CH2:27][CH2:28][CH3:29])[C:20]1[CH:25]=[CH:24][CH:23]=[CH:22][CH:21]=1)[CH2:16][CH2:17][CH3:18].P(Cl)(Cl)(Cl)=O. The catalyst class is: 1. (5) Reactant: FC(F)(F)S(OS(C(F)(F)F)(=O)=O)(=O)=O.[Si:16]([O:23][CH2:24][C:25]1([CH2:39][O:40][Si:41]([C:44]([CH3:47])([CH3:46])[CH3:45])([CH3:43])[CH3:42])[O:30][C:29]2[CH:31]=[CH:32][C:33]([N+:35]([O-:37])=[O:36])=[CH:34][C:28]=2[NH:27][C:26]1=O)([C:19]([CH3:22])([CH3:21])[CH3:20])([CH3:18])[CH3:17].[N-:48]=[N+:49]=[N-:50].[Na+]. Product: [Si:41]([O:40][CH2:39][C:25]1([CH2:24][O:23][Si:16]([C:19]([CH3:20])([CH3:21])[CH3:22])([CH3:17])[CH3:18])[O:30][C:29]2[CH:31]=[CH:32][C:33]([N+:35]([O-:37])=[O:36])=[CH:34][C:28]=2[N:27]2[N:48]=[N:49][N:50]=[C:26]12)([C:44]([CH3:45])([CH3:46])[CH3:47])([CH3:43])[CH3:42]. The catalyst class is: 23. (6) Reactant: C([Si](C)(C)[O:6][C:7]1[CH:12]=[CH:11][C:10]([C:13]2[C:17]([C:18]3[CH:23]=[CH:22][CH:21]=[CH:20][CH:19]=3)=[C:16]([C:24]3([CH2:27]OS(C)(=O)=O)[CH2:26][CH2:25]3)[O:15][N:14]=2)=[CH:9][CH:8]=1)(C)(C)C.[CH2:35]([CH2:37][NH2:38])[OH:36]. Product: [OH:36][CH2:35][CH2:37][NH:38][CH2:27][C:24]1([C:16]2[O:15][N:14]=[C:13]([C:10]3[CH:11]=[CH:12][C:7]([OH:6])=[CH:8][CH:9]=3)[C:17]=2[C:18]2[CH:23]=[CH:22][CH:21]=[CH:20][CH:19]=2)[CH2:26][CH2:25]1. The catalyst class is: 1. (7) Reactant: [CH:1]([N:4]1[C:12]2[C:7](=[CH:8][CH:9]=[C:10](B3OC(C)(C)C(C)(C)O3)[CH:11]=2)[C:6]([CH3:23])([CH3:22])[C:5]1=[O:24])([CH3:3])[CH3:2].Br[C:26]1[CH:27]=[N:28][C:29]([CH3:32])=[N:30][CH:31]=1.C([O-])([O-])=O.[Na+].[Na+].ClCCl. Product: [CH:1]([N:4]1[C:12]2[C:7](=[CH:8][CH:9]=[C:10]([C:26]3[CH:27]=[N:28][C:29]([CH3:32])=[N:30][CH:31]=3)[CH:11]=2)[C:6]([CH3:22])([CH3:23])[C:5]1=[O:24])([CH3:2])[CH3:3]. The catalyst class is: 75. (8) Reactant: [C@@H:1]1([NH2:7])[CH2:5][CH2:4][CH2:3][C@@H:2]1[NH2:6].C(N(CC)CC)C.ClC1C=C2C(=CC=1)N(C1C=CC=CC=1)C(S(Cl)(=O)=O)C2=S(=O)=O.[Cl:38][C:39]1[CH:40]=[C:41]2[C:45](=[CH:46][CH:47]=1)[N:44]([S:48]([C:51]1[CH:56]=[CH:55][CH:54]=[CH:53][CH:52]=1)(=[O:50])=[O:49])[C:43]([S:57](Cl)(=[O:59])=[O:58])=[CH:42]2. Product: [Cl:38][C:39]1[CH:40]=[C:41]2[C:45](=[CH:46][CH:47]=1)[N:44]([S:48]([C:51]1[CH:56]=[CH:55][CH:54]=[CH:53][CH:52]=1)(=[O:49])=[O:50])[C:43]([S:57]([NH:6][C@@H:2]1[CH2:3][CH2:4][CH2:5][C@@H:1]1[NH2:7])(=[O:59])=[O:58])=[CH:42]2. The catalyst class is: 46. (9) Reactant: [Br:1][C:2]1[CH:7]=[CH:6][C:5]([NH:8][C:9]2[C:18]([C:19](O)=[O:20])=[CH:17][C:12]3[C:13]([CH3:16])=[N:14][O:15][C:11]=3[C:10]=2[F:22])=[C:4]([Cl:23])[CH:3]=1.C(N1C=CN=C1)(N1C=CN=C1)=O.[CH3:36][S:37]([NH2:40])(=[O:39])=[O:38].C1CCN2C(=NCCC2)CC1. Product: [Br:1][C:2]1[CH:7]=[CH:6][C:5]([NH:8][C:9]2[C:18]([C:19]([NH:40][S:37]([CH3:36])(=[O:39])=[O:38])=[O:20])=[CH:17][C:12]3[C:13]([CH3:16])=[N:14][O:15][C:11]=3[C:10]=2[F:22])=[C:4]([Cl:23])[CH:3]=1. The catalyst class is: 49.